Predict the reactants needed to synthesize the given product. From a dataset of Full USPTO retrosynthesis dataset with 1.9M reactions from patents (1976-2016). (1) The reactants are: [O:1]1[CH2:6][CH2:5][CH:4]([C:7]([OH:9])=O)[CH2:3][CH2:2]1.O.ON1C2C=CC=CC=2N=N1.Cl.CN(C)CCCN=C=NCC.[C:33]([C:37]1[O:41][N:40]=[C:39]([NH:42][C:43]([CH:45]2[CH2:50][CH2:49][CH2:48][NH:47][CH2:46]2)=[O:44])[CH:38]=1)([CH3:36])([CH3:35])[CH3:34].Cl.C(N(CC)CC)C. Given the product [C:33]([C:37]1[O:41][N:40]=[C:39]([NH:42][C:43]([CH:45]2[CH2:50][CH2:49][CH2:48][N:47]([C:7]([CH:4]3[CH2:3][CH2:2][O:1][CH2:6][CH2:5]3)=[O:9])[CH2:46]2)=[O:44])[CH:38]=1)([CH3:36])([CH3:34])[CH3:35], predict the reactants needed to synthesize it. (2) Given the product [O:22]=[C:23]1[CH2:43][CH2:42][C:26]2([CH2:27][CH2:28][N:29]([C:9]([O:11][C:12]([CH3:13])([CH3:14])[CH3:15])=[O:10])[CH2:30][CH2:31]2)[CH2:25][CH2:24]1, predict the reactants needed to synthesize it. The reactants are: [CH3:13][C:12]([O:11][C:9](O[C:9]([O:11][C:12]([CH3:15])([CH3:14])[CH3:13])=[O:10])=[O:10])([CH3:15])[CH3:14].C(=O)([O-])[O-].[K+].[K+].[O:22]=[C:23]1[CH2:43][CH2:42][C:26]2([CH2:31][CH2:30][N:29](C(OCC3C=CC=CC=3)=O)[CH2:28][CH2:27]2)[CH:25]=[CH:24]1. (3) The reactants are: [Br:1][C:2]1[CH:11]=[CH:10][C:5]([C:6]([O:8][CH3:9])=[O:7])=[C:4]([CH3:12])[CH:3]=1.CC(N=NC(C#N)(C)C)(C#N)C.C1C(=O)N([Br:32])C(=O)C1. Given the product [Br:1][C:2]1[CH:11]=[CH:10][C:5]([C:6]([O:8][CH3:9])=[O:7])=[C:4]([CH2:12][Br:32])[CH:3]=1, predict the reactants needed to synthesize it. (4) Given the product [S:10]1[C:14]2[CH:15]=[CH:16][CH:17]=[CH:18][C:13]=2[CH:12]=[C:11]1[C:19]([NH:21][C:22]1([C:28]([NH:30][C@H:31]([CH:36]=[O:37])[CH2:32][CH2:33][S:34][CH3:35])=[O:29])[CH2:27][CH2:26][CH2:25][CH2:24][CH2:23]1)=[O:20], predict the reactants needed to synthesize it. The reactants are: C(N(CC)C(C)C)(C)C.[S:10]1[C:14]2[CH:15]=[CH:16][CH:17]=[CH:18][C:13]=2[CH:12]=[C:11]1[C:19]([NH:21][C:22]1([C:28]([NH:30][C@H:31]([CH2:36][OH:37])[CH2:32][CH2:33][S:34][CH3:35])=[O:29])[CH2:27][CH2:26][CH2:25][CH2:24][CH2:23]1)=[O:20].